Dataset: Reaction yield outcomes from USPTO patents with 853,638 reactions. Task: Predict the reaction yield, written as a fraction of the theoretical maximum amount of product (1.0 means a 100% yield; for example, 0.34 means a 34% yield). (1) The reactants are Cl[CH2:2][O:3][C:4](=[O:31])[N:5]([C:28](=[O:30])[CH3:29])[CH2:6][C@@H:7]1[O:11][C:10](=[O:12])[N:9]([C:13]2[CH:18]=[CH:17][C:16]([CH:19]3[CH2:24][CH2:23][S:22](=[O:26])(=[O:25])[CH2:21][CH2:20]3)=[C:15]([F:27])[CH:14]=2)[CH2:8]1.[C:32]([O-:40])(=[O:39])[C:33]1[CH:38]=[CH:37][N:36]=[CH:35][CH:34]=1.[Cs+].[I-].[Na+].O. The catalyst is C(#N)C. The product is [C:28]([N:5]([CH2:6][C@@H:7]1[O:11][C:10](=[O:12])[N:9]([C:13]2[CH:18]=[CH:17][C:16]([CH:19]3[CH2:24][CH2:23][S:22](=[O:26])(=[O:25])[CH2:21][CH2:20]3)=[C:15]([F:27])[CH:14]=2)[CH2:8]1)[C:4]([O:3][CH2:2][O:40][C:32](=[O:39])[C:33]1[CH:38]=[CH:37][N:36]=[CH:35][CH:34]=1)=[O:31])(=[O:30])[CH3:29]. The yield is 0.800. (2) The reactants are [CH2:1]([OH:19])[CH2:2][O:3][CH2:4][CH2:5][O:6][CH2:7][CH2:8][O:9][CH2:10][CH2:11][O:12][CH2:13][CH2:14][O:15][CH2:16][CH2:17][OH:18].[S:20](Cl)([C:23]1[CH:29]=[CH:28][C:26]([CH3:27])=[CH:25][CH:24]=1)(=[O:22])=[O:21]. The catalyst is C(Cl)Cl. The product is [CH3:27][C:26]1[CH:28]=[CH:29][C:23]([S:20]([O:18][CH2:17][CH2:16][O:15][CH2:14][CH2:13][O:12][CH2:11][CH2:10][O:9][CH2:8][CH2:7][O:6][CH2:5][CH2:4][O:3][CH2:2][CH2:1][OH:19])(=[O:22])=[O:21])=[CH:24][CH:25]=1. The yield is 0.750. (3) The reactants are C([O:8][C:9]1[CH:14]=[CH:13][CH:12]=[CH:11][C:10]=1[C:15]1[NH:19][N:18]=[C:17]([C:20]([NH:22][CH2:23][C:24]([OH:26])=[O:25])=[O:21])[CH:16]=1)C1C=CC=CC=1. The catalyst is CO.[Pd]. The product is [OH:8][C:9]1[CH:14]=[CH:13][CH:12]=[CH:11][C:10]=1[C:15]1[NH:19][N:18]=[C:17]([C:20]([NH:22][CH2:23][C:24]([OH:26])=[O:25])=[O:21])[CH:16]=1. The yield is 0.990. (4) The reactants are [CH3:1][O:2][C:3](=[O:12])[C:4]1[CH:9]=[C:8]([NH2:10])[CH:7]=[CH:6][C:5]=1[OH:11].Cl.Cl[CH2:15][CH2:16][N:17]1[CH2:21][CH2:20][CH2:19][CH2:18]1.C(=O)([O-])[O-].[Cs+].[Cs+].O. The catalyst is CN(C=O)C. The product is [CH3:1][O:2][C:3](=[O:12])[C:4]1[CH:9]=[C:8]([NH2:10])[CH:7]=[CH:6][C:5]=1[O:11][CH2:15][CH2:16][N:17]1[CH2:21][CH2:20][CH2:19][CH2:18]1. The yield is 0.130. (5) The reactants are [Cl:1][C:2]1[CH:11]=[C:10]2[C:5]([CH:6]=[C:7](C(O)=O)[N:8]=[CH:9]2)=[CH:4][N:3]=1.[C:15]([OH:19])([CH3:18])([CH3:17])[CH3:16].C([N:23]([CH2:27]C)C(C)C)(C)C.C1C=CC([O:35]P(OC2C=CC=CC=2)(N=[N+]=[N-])=O)=CC=1. The catalyst is C1(C)C=CC=CC=1.C(OCC)(=O)C. The product is [Cl:1][C:2]1[CH:11]=[C:10]2[C:5]([CH:6]=[C:7]([NH:23][C:27](=[O:35])[O:19][C:15]([CH3:18])([CH3:17])[CH3:16])[N:8]=[CH:9]2)=[CH:4][N:3]=1. The yield is 0.830. (6) The reactants are OC1C=CC=C2C=1[CH2:4][N:5]([CH:12]1[CH2:17][CH2:16][C:15](=[O:18])[NH:14][C:13]1=[O:19])[C:6]2=[O:11].[C:33]1(P([C:33]2[CH:38]=[CH:37][CH:36]=[CH:35][CH:34]=2)[C:33]2[CH:38]=[CH:37][CH:36]=[CH:35][CH:34]=2)[CH:38]=[CH:37][CH:36]=[CH:35][CH:34]=1.N(C(OC(C)C)=O)=N[C:41](OC(C)C)=[O:42].[N:53]1([CH2:59][C:60]2[CH:65]=[CH:64][C:63]([CH2:66][OH:67])=[CH:62][CH:61]=2)[CH2:58][CH2:57][O:56][CH2:55][CH2:54]1. The catalyst is C1COCC1. The product is [CH3:41][O:42][C:15](=[O:18])[CH2:16][CH2:17][CH:12]([C:13](=[O:19])[NH2:14])[N:5]1[CH2:4][C:34]2[C:33](=[CH:38][CH:37]=[CH:36][C:35]=2[O:67][CH2:66][C:63]2[CH:64]=[CH:65][C:60]([CH2:59][N:53]3[CH2:58][CH2:57][O:56][CH2:55][CH2:54]3)=[CH:61][CH:62]=2)[C:6]1=[O:11]. The yield is 0.540. (7) The reactants are [CH:1]([N:4]1[CH:9]([CH3:10])[CH2:8][N:7]([C:11]2[CH:18]=[CH:17][C:14]([CH:15]=O)=[CH:13][CH:12]=2)[CH2:6][CH:5]1[CH3:19])([CH3:3])[CH3:2].OS([O-])=O.[Na+].CC1C=CC(S(O)(=O)=O)=CC=1.[NH2:36][C:37]1[CH:45]=[C:44]([O:46][CH3:47])[CH:43]=[C:42]([O:48][CH3:49])[C:38]=1[C:39]([NH2:41])=[O:40]. The catalyst is CC(N(C)C)=O.O. The product is [CH:1]([N:4]1[C@@H:9]([CH3:10])[CH2:8][N:7]([C:11]2[CH:18]=[CH:17][C:14]([C:15]3[NH:41][C:39](=[O:40])[C:38]4[C:37](=[CH:45][C:44]([O:46][CH3:47])=[CH:43][C:42]=4[O:48][CH3:49])[N:36]=3)=[CH:13][CH:12]=2)[CH2:6][C@H:5]1[CH3:19])([CH3:3])[CH3:2]. The yield is 0.170. (8) The reactants are Cl[CH2:2][C:3]1[N:7]=[C:6]([C:8]2[CH:13]=[CH:12][CH:11]=[C:10]([O:14][CH3:15])[CH:9]=2)[O:5][N:4]=1.C(=O)([O-])[O-].[K+].[K+].[CH3:22][N:23]1[C:27]([C:28]2[S:29][CH:30]=[CH:31][CH:32]=2)=[N:26][N:25]=[C:24]1[SH:33]. The catalyst is C(#N)C. The product is [CH3:15][O:14][C:10]1[CH:9]=[C:8]([C:6]2[O:5][N:4]=[C:3]([CH2:2][S:33][C:24]3[N:23]([CH3:22])[C:27]([C:28]4[S:29][CH:30]=[CH:31][CH:32]=4)=[N:26][N:25]=3)[N:7]=2)[CH:13]=[CH:12][CH:11]=1. The yield is 0.900.